This data is from Reaction yield outcomes from USPTO patents with 853,638 reactions. The task is: Predict the reaction yield, written as a fraction of the theoretical maximum amount of product (1.0 means a 100% yield; for example, 0.34 means a 34% yield). (1) The reactants are [CH3:1][O:2][C:3]([C:5]1[S:6][C:7]([Br:27])=[CH:8][C:9]=1[N:10]([C:18]([C@H:20]1[CH2:25][CH2:24][C@H:23]([CH3:26])[CH2:22][CH2:21]1)=[O:19])[CH:11]1[CH2:16][CH2:15][C:14](=[O:17])[CH2:13][CH2:12]1)=[O:4].[BH4-].[Na+].Cl. The catalyst is CO.CCOC(C)=O.CCCCCC. The product is [CH3:1][O:2][C:3]([C:5]1[S:6][C:7]([Br:27])=[CH:8][C:9]=1[N:10]([C@H:11]1[CH2:12][CH2:13][C@H:14]([OH:17])[CH2:15][CH2:16]1)[C:18]([C@H:20]1[CH2:21][CH2:22][C@H:23]([CH3:26])[CH2:24][CH2:25]1)=[O:19])=[O:4]. The yield is 0.770. (2) The reactants are [CH3:1][C:2]1[O:6][N:5]=[C:4]([C:7]2[CH:12]=[CH:11][CH:10]=[CH:9][CH:8]=2)[C:3]=1[CH2:13][O:14][C:15]1[CH:23]=[CH:22][C:18]([C:19]([OH:21])=O)=[CH:17][N:16]=1.[NH2:24][C@@H:25]([CH2:30][OH:31])[CH2:26][CH:27]([CH3:29])[CH3:28]. No catalyst specified. The product is [OH:31][CH2:30][C@@H:25]([NH:24][C:19](=[O:21])[C:18]1[CH:22]=[CH:23][C:15]([O:14][CH2:13][C:3]2[C:4]([C:7]3[CH:8]=[CH:9][CH:10]=[CH:11][CH:12]=3)=[N:5][O:6][C:2]=2[CH3:1])=[N:16][CH:17]=1)[CH2:26][CH:27]([CH3:29])[CH3:28]. The yield is 0.490.